From a dataset of Reaction yield outcomes from USPTO patents with 853,638 reactions. Predict the reaction yield, written as a fraction of the theoretical maximum amount of product (1.0 means a 100% yield; for example, 0.34 means a 34% yield). (1) The reactants are [NH2:1][C:2]1[CH:7]=[C:6]([C:8]([F:11])([F:10])[F:9])[CH:5]=[CH:4][C:3]=1[S:12]([NH:15][C:16]1[CH:17]=[CH:18][CH:19]=[C:20]2[C:25]=1[N:24]=[CH:23][CH:22]=[CH:21]2)(=[O:14])=[O:13].[C:26](Cl)(=[O:28])[CH3:27].CCN(C(C)C)C(C)C. No catalyst specified. The product is [N:24]1[C:25]2[C:20](=[CH:19][CH:18]=[CH:17][C:16]=2[NH:15][S:12]([C:3]2[CH:4]=[CH:5][C:6]([C:8]([F:9])([F:11])[F:10])=[CH:7][C:2]=2[NH:1][C:26](=[O:28])[CH3:27])(=[O:13])=[O:14])[CH:21]=[CH:22][CH:23]=1. The yield is 0.360. (2) The reactants are [C:1]([O:5][C:6]([N:8]1[CH2:12][C@@H:11](Cl)[CH2:10][C@H:9]1[CH2:14][O:15][CH2:16][C:17]1[CH:22]=[C:21]([F:23])[C:20]([F:24])=[CH:19][C:18]=1[F:25])=[O:7])([CH3:4])([CH3:3])[CH3:2].[C:26]([O-:29])(=[S:28])[CH3:27].[K+]. The catalyst is CN(C=O)C. The product is [C:1]([O:5][C:6]([N:8]1[CH2:12][C@@H:11]([S:28][C:26](=[O:29])[CH3:27])[CH2:10][C@@H:9]1[CH2:14][O:15][CH2:16][C:17]1[CH:22]=[C:21]([F:23])[C:20]([F:24])=[CH:19][C:18]=1[F:25])=[O:7])([CH3:4])([CH3:3])[CH3:2]. The yield is 0.890. (3) The reactants are C[O:2][C:3](=O)[CH:4]([NH:11][C:12]1[CH:21]=[CH:20][C:15]([C:16]([O:18][CH3:19])=[O:17])=[CH:14][C:13]=1[N+:22]([O-])=O)[C:5]1[CH:10]=[CH:9][CH:8]=[CH:7][CH:6]=1.[NH4+].[Cl-]. The catalyst is CO.[Fe]. The product is [O:2]=[C:3]1[NH:22][C:13]2[C:12](=[CH:21][CH:20]=[C:15]([C:16]([O:18][CH3:19])=[O:17])[CH:14]=2)[NH:11][CH:4]1[C:5]1[CH:10]=[CH:9][CH:8]=[CH:7][CH:6]=1. The yield is 0.560. (4) The reactants are [C:1]([C:4]1[CH:5]=[C:6]([S:10]([N:13]2[C:17]([C:18]3[CH:23]=[CH:22][CH:21]=[CH:20][CH:19]=3)=[CH:16][C:15]([CH:24]=O)=[CH:14]2)(=[O:12])=[O:11])[CH:7]=[CH:8][CH:9]=1)(=[O:3])[CH3:2].Cl.[CH3:27][NH2:28].C(O[BH-](OC(=O)C)OC(=O)C)(=O)C.[Na+].C(=O)([O-])O.[Na+]. The catalyst is CO. The product is [CH3:27][NH:28][CH2:24][C:15]1[CH:16]=[C:17]([C:18]2[CH:23]=[CH:22][CH:21]=[CH:20][CH:19]=2)[N:13]([S:10]([C:6]2[CH:5]=[C:4]([C:1](=[O:3])[CH3:2])[CH:9]=[CH:8][CH:7]=2)(=[O:12])=[O:11])[CH:14]=1. The yield is 0.0300. (5) The reactants are CN(C)/[CH:3]=[CH:4]/[C:5]1[N:10]=[CH:9][C:8]([C:11]2[CH:12]=[N:13][N:14]([CH:16]3[CH2:21][CH2:20][N:19]([C:22]([O:24][C:25]([CH3:28])([CH3:27])[CH3:26])=[O:23])[CH2:18][CH2:17]3)[CH:15]=2)=[CH:7][C:6]=1[N+:29]([O-])=[O:30].O.O.Cl[Sn]Cl.O. The catalyst is CCOC(C)=O. The product is [OH:30][N:29]1[C:6]2[C:5](=[N:10][CH:9]=[C:8]([C:11]3[CH:12]=[N:13][N:14]([CH:16]4[CH2:21][CH2:20][N:19]([C:22]([O:24][C:25]([CH3:26])([CH3:27])[CH3:28])=[O:23])[CH2:18][CH2:17]4)[CH:15]=3)[CH:7]=2)[CH:4]=[CH:3]1. The yield is 0.540. (6) The reactants are [C:1](OC(=O)C)(=[O:3])C.C(O)=O.[NH2:11][C:12]1[CH:13]=[C:14]([F:22])[CH:15]=[C:16]2[C:20]=1[NH:19][C:18](=[O:21])[CH2:17]2.N1CCCCC1. The catalyst is O1CCCC1. The product is [F:22][C:14]1[CH:13]=[C:12]([NH:11][CH:1]=[O:3])[C:20]2[C:16](=[CH:17][C:18](=[O:21])[N:19]=2)[CH:15]=1. The yield is 0.304. (7) The reactants are [CH:1]([C:4]1[C:12]2[C:7](=[N:8][CH:9]=[CH:10][C:11]=2[C:13]2[CH:14]=[N:15][C:16]3[C:21]([CH:22]=2)=[CH:20][CH:19]=[CH:18][CH:17]=3)[N:6]([C:23]2[CH:30]=[CH:29][C:26]([C:27]#[N:28])=[CH:25][C:24]=2[CH3:31])[N:5]=1)([CH3:3])[CH3:2].[OH-:32].[Na+].OO.O. The catalyst is CS(C)=O.C(O)C. The product is [CH:1]([C:4]1[C:12]2[C:7](=[N:8][CH:9]=[CH:10][C:11]=2[C:13]2[CH:14]=[N:15][C:16]3[C:21]([CH:22]=2)=[CH:20][CH:19]=[CH:18][CH:17]=3)[N:6]([C:23]2[CH:30]=[CH:29][C:26]([C:27]([NH2:28])=[O:32])=[CH:25][C:24]=2[CH3:31])[N:5]=1)([CH3:3])[CH3:2]. The yield is 0.830. (8) The reactants are [NH2:1][C:2]1[S:3][C:4]2[CH:10]=[C:9]([O:11][C:12]3[CH:13]=[CH:14][C:15]([CH3:32])=[C:16]([NH:18][C:19](=[O:31])[C:20]4[CH:25]=[CH:24][CH:23]=[C:22]([C:26]([C:29]#[N:30])([CH3:28])[CH3:27])[CH:21]=4)[CH:17]=3)[CH:8]=[CH:7][C:5]=2[N:6]=1.[CH:33]1([C:36](Cl)=[O:37])[CH2:35][CH2:34]1. The catalyst is N1C=CC=CC=1. The product is [C:29]([C:26]([C:22]1[CH:21]=[C:20]([CH:25]=[CH:24][CH:23]=1)[C:19]([NH:18][C:16]1[CH:17]=[C:12]([O:11][C:9]2[CH:8]=[CH:7][C:5]3[N:6]=[C:2]([NH:1][C:36]([CH:33]4[CH2:35][CH2:34]4)=[O:37])[S:3][C:4]=3[CH:10]=2)[CH:13]=[CH:14][C:15]=1[CH3:32])=[O:31])([CH3:27])[CH3:28])#[N:30]. The yield is 0.560. (9) The reactants are [CH2:1]([O:8][C:9]1[CH:10]=[CH:11][C:12]2[O:16][C:15]([CH:17]([NH:21][C:22]3[CH:27]=[CH:26][C:25]([C:28]([NH:30][CH2:31][CH2:32][C:33]([O:35]CC)=[O:34])=[O:29])=[CH:24][CH:23]=3)[CH:18]([CH3:20])[CH3:19])=[C:14]([CH3:38])[C:13]=2[CH:39]=1)[C:2]1[CH:7]=[CH:6][CH:5]=[CH:4][CH:3]=1.[OH-].[Na+]. The catalyst is C(O)C. The product is [CH2:1]([O:8][C:9]1[CH:10]=[CH:11][C:12]2[O:16][C:15]([CH:17]([NH:21][C:22]3[CH:23]=[CH:24][C:25]([C:28]([NH:30][CH2:31][CH2:32][C:33]([OH:35])=[O:34])=[O:29])=[CH:26][CH:27]=3)[CH:18]([CH3:20])[CH3:19])=[C:14]([CH3:38])[C:13]=2[CH:39]=1)[C:2]1[CH:3]=[CH:4][CH:5]=[CH:6][CH:7]=1. The yield is 0.890.